From a dataset of Serine/threonine kinase 33 screen with 319,792 compounds. Binary Classification. Given a drug SMILES string, predict its activity (active/inactive) in a high-throughput screening assay against a specified biological target. (1) The compound is Clc1ccc(COc2cc(CNC(CO)(C)C)ccc2)cc1. The result is 0 (inactive). (2) The molecule is s1c(NC(=O)c2cc(N3C(=O)C4C(C5CC4C=C5)C3=O)ccc2)ncc1. The result is 0 (inactive).